Predict the product of the given reaction. From a dataset of Forward reaction prediction with 1.9M reactions from USPTO patents (1976-2016). (1) Given the reactants [C:1]([C:3]1[C:20]([C:21]#[N:22])=[CH:19][C:6]2[N:7](CCC)[C:8]([C:10]3[CH:15]=[CH:14][CH:13]=[CH:12][CH:11]=3)=[N:9][C:5]=2[CH:4]=1)#[N:2].[CH2:23]([C:26](C1C=CC(C=O)=CC=1)([CH2:30][CH:31]=[CH2:32])[CH2:27][CH:28]=[CH2:29])[CH:24]=[CH2:25], predict the reaction product. The product is: [CH2:23]([C:26]([C:13]1[CH:14]=[CH:15][C:10]([C:8]2[NH:7][C:6]3[CH:19]=[C:20]([C:21]#[N:22])[C:3]([C:1]#[N:2])=[CH:4][C:5]=3[N:9]=2)=[CH:11][CH:12]=1)([CH2:30][CH:31]=[CH2:32])[CH2:27][CH:28]=[CH2:29])[CH:24]=[CH2:25]. (2) Given the reactants [C:1]([O:5][C:6](=[O:13])[CH2:7][O:8][CH2:9][CH2:10][CH:11]=O)([CH3:4])([CH3:3])[CH3:2].CNC[C:17]1[CH:39]=[CH:38][C:20]([CH2:21][N:22]2[C:30](=[O:31])[NH:29][C:28]3[C:23]2=[N:24][C:25]([O:33][CH2:34][CH2:35][O:36][CH3:37])=[N:26][C:27]=3[NH2:32])=[CH:19][CH:18]=1.[C:40](O[BH-](OC(=O)C)OC(=O)C)(=O)C.[Na+].O.N.[CH3:56][N:57]1CCCC1=O, predict the reaction product. The product is: [C:1]([O:5][C:6]([CH2:7][O:8][CH2:9][CH2:10][CH2:11][C:17]1[CH:18]=[CH:19][C:20]([C:21]([CH3:40])([CH2:56][NH2:57])[N:22]2[C:30](=[O:31])[NH:29][C:28]3[C:23]2=[N:24][C:25]([O:33][CH2:34][CH2:35][O:36][CH3:37])=[N:26][C:27]=3[NH2:32])=[CH:38][CH:39]=1)=[O:13])([CH3:4])([CH3:3])[CH3:2]. (3) Given the reactants N#N.[Cl:3][C:4]1[CH:28]=[CH:27][CH:26]=[CH:25][C:5]=1[CH2:6][O:7][C:8](=[O:24])[NH:9][C:10]1[CH:11]=[N:12][N:13]([CH2:15][C:16]2[N:17]=[C:18]([CH:21]([OH:23])[CH3:22])[S:19][CH:20]=2)[CH:14]=1, predict the reaction product. The product is: [Cl:3][C:4]1[CH:28]=[CH:27][CH:26]=[CH:25][C:5]=1[CH2:6][O:7][C:8](=[O:24])[NH:9][C:10]1[CH:11]=[N:12][N:13]([CH2:15][C:16]2[N:17]=[C:18]([C:21](=[O:23])[CH3:22])[S:19][CH:20]=2)[CH:14]=1. (4) Given the reactants [F:1][C:2]1[CH:3]=[C:4]([NH:20][C:21]([C:23]2[C:24](=[O:36])[N:25]([C:30]3[CH:35]=[CH:34][CH:33]=[CH:32][CH:31]=3)[N:26]([CH3:29])[C:27]=2[CH3:28])=[O:22])[CH:5]=[CH:6][C:7]=1[O:8][C:9]1[C:18]2[C:13](=[CH:14][C:15]([OH:19])=[CH:16][CH:17]=2)[N:12]=[CH:11][CH:10]=1.CS(O[CH2:42][CH2:43][C:44]1([OH:47])[CH2:46][CH2:45]1)(=O)=O.C(=O)([O-])[O-].[Cs+].[Cs+], predict the reaction product. The product is: [F:1][C:2]1[CH:3]=[C:4]([NH:20][C:21]([C:23]2[C:24](=[O:36])[N:25]([C:30]3[CH:31]=[CH:32][CH:33]=[CH:34][CH:35]=3)[N:26]([CH3:29])[C:27]=2[CH3:28])=[O:22])[CH:5]=[CH:6][C:7]=1[O:8][C:9]1[C:18]2[C:13](=[CH:14][C:15]([O:19][CH2:42][CH2:43][C:44]3([OH:47])[CH2:46][CH2:45]3)=[CH:16][CH:17]=2)[N:12]=[CH:11][CH:10]=1. (5) Given the reactants [CH3:1][O:2][C:3]([C@@H:5]1[CH2:12][CH2:11][CH2:10][CH2:9][CH2:8][CH2:7][C@@H:6]1[NH2:13])=[O:4].[F:14][C:15]1[CH:22]=[CH:21][C:18]([CH:19]=O)=[CH:17][CH:16]=1.C([BH3-])#N.[Na+].C(=O)(O)[O-].[Na+], predict the reaction product. The product is: [CH3:1][O:2][C:3]([C@@H:5]1[CH2:12][CH2:11][CH2:10][CH2:9][CH2:8][CH2:7][C@@H:6]1[NH:13][CH2:19][C:18]1[CH:21]=[CH:22][C:15]([F:14])=[CH:16][CH:17]=1)=[O:4]. (6) Given the reactants [CH2:1]([O:3][C:4]([C:6]1[CH2:7][N:8]([C:24]([O:26][C:27]([CH3:30])([CH3:29])[CH3:28])=[O:25])[CH2:9][C:10]([F:23])([F:22])[C:11]=1[C:12]1[CH:17]=[CH:16][C:15]([CH2:18][CH2:19][CH2:20][OH:21])=[CH:14][CH:13]=1)=[O:5])[CH3:2].[Cl:31][C:32]1[C:37]([F:38])=[CH:36][CH:35]=[C:34]([F:39])[C:33]=1O.C(P(CCCC)CCCC)CCC, predict the reaction product. The product is: [CH2:1]([O:3][C:4]([C:6]1[CH2:7][N:8]([C:24]([O:26][C:27]([CH3:29])([CH3:28])[CH3:30])=[O:25])[CH2:9][C:10]([F:22])([F:23])[C:11]=1[C:12]1[CH:17]=[CH:16][C:15]([CH2:18][CH2:19][CH2:20][O:21][C:33]2[C:34]([F:39])=[CH:35][CH:36]=[C:37]([F:38])[C:32]=2[Cl:31])=[CH:14][CH:13]=1)=[O:5])[CH3:2]. (7) Given the reactants [CH3:1][C:2]1[CH:7]=[CH:6][CH:5]=[C:4]([CH3:8])[C:3]=1[C:9]1[N:13]2[C:14]3[CH:15]=[CH:16][CH:17]=[CH:18][C:19]=3[C:20]3[CH:21]=[CH:22][C:23]([O:26]C)=[CH:24][C:25]=3[C:12]2=[N:11][CH:10]=1.B(Br)(Br)Br, predict the reaction product. The product is: [CH3:1][C:2]1[CH:7]=[CH:6][CH:5]=[C:4]([CH3:8])[C:3]=1[C:9]1[N:13]2[C:14]3[CH:15]=[CH:16][CH:17]=[CH:18][C:19]=3[C:20]3[CH:21]=[CH:22][C:23]([OH:26])=[CH:24][C:25]=3[C:12]2=[N:11][CH:10]=1. (8) Given the reactants Cl[CH2:2][CH2:3][N:4]([CH2:11][CH3:12])[C:5]1[CH:10]=[CH:9][CH:8]=[CH:7][CH:6]=1.C([O-])([O-])=O.[K+].[K+].[C:19]1([C:21](=[CH:23][CH:24]=[CH:25][CH:26]=1)[OH:22])[OH:20], predict the reaction product. The product is: [CH2:11]([N:4]([C:5]1[CH:10]=[CH:9][CH:8]=[CH:7][CH:6]=1)[CH2:3][CH2:2][O:20][C:19]1[CH:26]=[CH:25][CH:24]=[CH:23][C:21]=1[OH:22])[CH3:12].